Dataset: Catalyst prediction with 721,799 reactions and 888 catalyst types from USPTO. Task: Predict which catalyst facilitates the given reaction. (1) Reactant: [CH2:1]([S:3][C:4]1[CH:17]=[CH:16][C:7]([CH2:8][C:9]2[CH:14]=[CH:13][CH:12]=[CH:11][C:10]=2[OH:15])=[CH:6][CH:5]=1)[CH3:2].C(O[C@@H:22]1[O:39][C@H:38]([CH2:40][O:41]C(=O)C)[C@@H:33]([O:34]C(=O)C)[C@H:28]([O:29]C(=O)C)[C@H:23]1[O:24]C(=O)C)(=O)C.C(OCC)(=O)C. Product: [O:15]([C:10]1[CH:11]=[CH:12][CH:13]=[CH:14][C:9]=1[CH2:8][C:7]1[CH:16]=[CH:17][C:4]([S:3][CH2:1][CH3:2])=[CH:5][CH:6]=1)[C@@H:22]1[O:39][C@H:38]([CH2:40][OH:41])[C@@H:33]([OH:34])[C@H:28]([OH:29])[C@H:23]1[OH:24]. The catalyst class is: 451. (2) Reactant: C(OC([NH:8][CH2:9][C:10]([N:12]1[CH2:21][CH2:20][C:19]2[C:14](=[CH:15][CH:16]=[CH:17][C:18]=2[I:22])[CH:13]1[CH2:23][C:24]([O-:26])=O)=[O:11])=O)(C)(C)C.[Na+].C(OC(NCC(N1CCC2C(=CC=CC=2I)C1CC(OCC)=O)=O)=O)(C)(C)C.[OH-].[Na+]. Product: [I:22][C:18]1[CH:17]=[CH:16][CH:15]=[C:14]2[C:19]=1[CH2:20][CH2:21][N:12]1[C:10](=[O:11])[CH2:9][NH:8][C:24](=[O:26])[CH:23]=[C:13]12. The catalyst class is: 14. (3) Reactant: [F:1][C:2]([F:7])([F:6])[C:3]([OH:5])=[O:4].[C:8]1([C:14]2[CH:19]=[C:18]([CH:20]3[CH2:25][CH2:24][NH:23][CH2:22][CH2:21]3)[CH:17]=[CH:16][C:15]=2[NH:26][C:27]([C:29]2[NH:30][CH:31]=[C:32]([C:34]#[N:35])[N:33]=2)=[O:28])[CH2:13][CH2:12][CH2:11][CH2:10][CH:9]=1.CCN(CC)CC.Br[CH2:44][C:45]([NH2:47])=[O:46]. Product: [F:1][C:2]([F:7])([F:6])[C:3]([OH:5])=[O:4].[C:45]([CH2:44][N:23]1[CH2:22][CH2:21][CH:20]([C:18]2[CH:17]=[CH:16][C:15]([NH:26][C:27]([C:29]3[NH:30][CH:31]=[C:32]([C:34]#[N:35])[N:33]=3)=[O:28])=[C:14]([C:8]3[CH2:13][CH2:12][CH2:11][CH2:10][CH:9]=3)[CH:19]=2)[CH2:25][CH2:24]1)(=[O:46])[NH2:47]. The catalyst class is: 2. (4) Reactant: C(=O)([O-])[O-].[Cs+].[Cs+].[CH3:7][N:8]1[CH:12]=[CH:11][C:10]([NH:13][C:14]([C:16]2[CH:26]=[C:25]([OH:27])[C:19]3[CH2:20][C:21]([CH3:24])([CH3:23])[O:22][C:18]=3[CH:17]=2)=[O:15])=[N:9]1.Cl[CH2:29][CH:30]1[CH2:32][CH2:31]1. Product: [CH3:7][N:8]1[CH:12]=[CH:11][C:10]([NH:13][C:14]([C:16]2[CH:26]=[C:25]([O:27][CH2:29][CH:30]3[CH2:32][CH2:31]3)[C:19]3[CH2:20][C:21]([CH3:24])([CH3:23])[O:22][C:18]=3[CH:17]=2)=[O:15])=[N:9]1. The catalyst class is: 10. (5) Reactant: [CH3:1][C:2]1[C:16]([S:17]([CH3:20])(=[O:19])=[O:18])=[C:15]([C:21]([F:24])([F:23])[F:22])[CH:14]=[CH:13][C:3]=1[C:4]([NH:6][C:7]1[C:11]([CH3:12])=[N:10][O:9][N:8]=1)=[O:5].[CH2:25](Br)[CH:26]=[CH2:27].C(=O)([O-])[O-].[K+].[K+]. Product: [CH2:27]([N:6]([C:7]1[C:11]([CH3:12])=[N:10][O:9][N:8]=1)[C:4](=[O:5])[C:3]1[CH:13]=[CH:14][C:15]([C:21]([F:24])([F:23])[F:22])=[C:16]([S:17]([CH3:20])(=[O:19])=[O:18])[C:2]=1[CH3:1])[CH:26]=[CH2:25]. The catalyst class is: 35. (6) The catalyst class is: 80. Product: [CH3:12][O:13][CH2:14][CH2:15][O:16][CH2:17][CH2:18][NH:19][C:2]1[CH:3]=[CH:4][C:5]([N+:9]([O-:11])=[O:10])=[C:6]([NH2:7])[CH:8]=1. Reactant: Cl[C:2]1[CH:3]=[CH:4][C:5]([N+:9]([O-:11])=[O:10])=[C:6]([CH:8]=1)[NH2:7].[CH3:12][O:13][CH2:14][CH2:15][O:16][CH2:17][CH2:18][NH2:19].C(=O)([O-])[O-].[K+].[K+].O. (7) Reactant: Cl[S:2]([NH:5][CH2:6][CH2:7][P:8](=[O:15])([O:12][CH2:13][CH3:14])[O:9][CH2:10][CH3:11])(=[O:4])=[O:3].[Cl:16][C:17]1[CH:18]=[C:19]2[C:24](=[C:25]([Cl:27])[CH:26]=1)[CH2:23][N:22]([CH3:28])[CH2:21][CH:20]2[C:29]1[CH:34]=[CH:33][C:32]([NH2:35])=[CH:31][CH:30]=1.C(N(C(C)C)C(C)C)C. Product: [Cl:16][C:17]1[CH:18]=[C:19]2[C:24](=[C:25]([Cl:27])[CH:26]=1)[CH2:23][N:22]([CH3:28])[CH2:21][CH:20]2[C:29]1[CH:34]=[CH:33][C:32]([NH:35][S:2]([NH:5][CH2:6][CH2:7][P:8](=[O:15])([O:12][CH2:13][CH3:14])[O:9][CH2:10][CH3:11])(=[O:4])=[O:3])=[CH:31][CH:30]=1. The catalyst class is: 10. (8) The catalyst class is: 21. Reactant: C1([CH:7]([SiH2:14][CH2:15][SiH2:16][CH:17](C2C=CC=CC=2)C2C=CC=CC=2)C2C=CC=CC=2)C=CC=CC=1.C1C=CC=CC=1.[Cl-:36].[Al+3].[Cl-:38].[Cl-:39].[ClH:40]. Product: [Cl:36][CH:7]([SiH2:14][CH2:15][SiH2:16][CH:17]([Cl:40])[Cl:39])[Cl:38].